From a dataset of Full USPTO retrosynthesis dataset with 1.9M reactions from patents (1976-2016). Predict the reactants needed to synthesize the given product. (1) Given the product [Br:9][C:10]1[CH:17]=[CH:16][CH:15]=[CH:14][C:11]=1[CH:12]1[CH2:18][C:19]([CH3:21])([CH3:20])[C:6]2[C:5](=[CH:4][CH:3]=[C:2]([Cl:1])[CH:7]=2)[NH:8]1, predict the reactants needed to synthesize it. The reactants are: [Cl:1][C:2]1[CH:7]=[CH:6][C:5]([NH2:8])=[CH:4][CH:3]=1.[Br:9][C:10]1[CH:17]=[CH:16][CH:15]=[CH:14][C:11]=1[CH:12]=O.[CH2:18]=[C:19]([CH3:21])[CH3:20].FC(F)(F)S([O-])(=O)=O.[Yb+3].FC(F)(F)S([O-])(=O)=O.FC(F)(F)S([O-])(=O)=O. (2) Given the product [Cl:1][C:2]1[CH:3]=[CH:4][C:5]([NH2:23])=[C:6]2[C:10]=1[N:9]=[C:8]1[N:11]([C:15]3[CH:20]=[CH:19][C:18]([Cl:21])=[CH:17][C:16]=3[Cl:22])[CH2:12][CH2:13][CH2:14][N:7]21, predict the reactants needed to synthesize it. The reactants are: [Cl:1][C:2]1[C:10]2[N:9]=[C:8]3[N:11]([C:15]4[CH:20]=[CH:19][C:18]([Cl:21])=[CH:17][C:16]=4[Cl:22])[CH2:12][CH2:13][CH2:14][N:7]3[C:6]=2[C:5]([N+:23]([O-])=O)=[CH:4][CH:3]=1. (3) The reactants are: [F:1][C:2]1[C:7]([C:8]([OH:10])=O)=[CH:6][CH:5]=[CH:4][N:3]=1.O=S(Cl)[Cl:13]. Given the product [F:1][C:2]1[C:7]([C:8]([Cl:13])=[O:10])=[CH:6][CH:5]=[CH:4][N:3]=1, predict the reactants needed to synthesize it. (4) Given the product [NH2:1][CH2:2][CH2:3][CH2:4][N:5]1[C:14]2[CH:13]=[CH:12][C:11]([CH2:15][CH3:16])=[CH:10][C:9]=2[C:8]2=[N:17][NH:18][C:19]([CH3:20])=[C:7]2[C:6]1=[O:21], predict the reactants needed to synthesize it. The reactants are: [NH2:1][CH2:2][CH2:3][CH2:4][N:5]1[C:14]2[CH:13]=[CH:12][C:11]([C:15]#[CH:16])=[CH:10][C:9]=2[C:8]2=[N:17][NH:18][C:19]([CH3:20])=[C:7]2[C:6]1=[O:21].CO.CCOC(C)=O.O. (5) Given the product [S:3]1[C:7]2[CH:8]=[C:9]([C:12]3([C:13]#[N:14])[CH2:17][CH2:16]3)[CH:10]=[CH:11][C:6]=2[N:5]=[CH:4]1, predict the reactants needed to synthesize it. The reactants are: [OH-].[Na+].[S:3]1[C:7]2[CH:8]=[C:9]([CH2:12][C:13]#[N:14])[CH:10]=[CH:11][C:6]=2[N:5]=[CH:4]1.Br[CH2:16][CH2:17]Cl. (6) Given the product [N+:27]([C:4]1[C:5]([C:6]([O:8][CH3:9])=[O:7])=[N:1][NH:2][C:3]=1[C:10]([O:12][CH3:13])=[O:11])([O-:29])=[O:28], predict the reactants needed to synthesize it. The reactants are: [NH:1]1[C:5]([C:6]([O:8][CH3:9])=[O:7])=[CH:4][C:3]([C:10]([O:12][CH3:13])=[O:11])=[N:2]1.FC(F)(F)C(OC(=O)C(F)(F)F)=O.[N+:27]([O-])([O-:29])=[O:28].[NH4+].